From a dataset of Full USPTO retrosynthesis dataset with 1.9M reactions from patents (1976-2016). Predict the reactants needed to synthesize the given product. (1) Given the product [C:50]([C:48]1[CH:49]=[C:45]([NH:44][C:43]([NH:32][C@@H:25]2[C:26]3[C:31](=[CH:30][CH:29]=[CH:28][CH:27]=3)[C@H:22]([O:21][C:18]3[CH:19]=[CH:20][C:15]4[N:16]([C:12]([N:8]5[CH2:9][CH2:10][CH2:11][C@H:7]5[CH2:6][O:5][Si:4]([CH:1]([CH3:2])[CH3:3])([CH:33]([CH3:35])[CH3:34])[CH:36]([CH3:38])[CH3:37])=[N:13][N:14]=4)[CH:17]=3)[CH2:23][CH2:24]2)=[O:42])[N:46]([C:54]2[CH:59]=[CH:58][C:57]([CH3:60])=[CH:56][CH:55]=2)[N:47]=1)([CH3:53])([CH3:51])[CH3:52], predict the reactants needed to synthesize it. The reactants are: [CH:1]([Si:4]([CH:36]([CH3:38])[CH3:37])([CH:33]([CH3:35])[CH3:34])[O:5][CH2:6][C@@H:7]1[CH2:11][CH2:10][CH2:9][N:8]1[C:12]1[N:16]2[CH:17]=[C:18]([O:21][C@H:22]3[C:31]4[C:26](=[CH:27][CH:28]=[CH:29][CH:30]=4)[C@@H:25]([NH2:32])[CH2:24][CH2:23]3)[CH:19]=[CH:20][C:15]2=[N:14][N:13]=1)([CH3:3])[CH3:2].ClC(Cl)(Cl)C[O:42][C:43](=O)[NH:44][C:45]1[N:46]([C:54]2[CH:59]=[CH:58][C:57]([CH3:60])=[CH:56][CH:55]=2)[N:47]=[C:48]([C:50]([CH3:53])([CH3:52])[CH3:51])[CH:49]=1.CCN(C(C)C)C(C)C.N. (2) Given the product [NH2:24][C:20]1([C:17]2[CH:18]=[CH:19][C:14]([C:12]3[O:13][C:7]4[N:6]=[CH:5][N:4]([CH2:3][CH:2]([F:1])[F:38])[C:9](=[O:10])[C:8]=4[C:11]=3[C:32]3[CH:33]=[CH:34][CH:35]=[CH:36][CH:37]=3)=[CH:15][CH:16]=2)[CH2:23][CH2:22][CH2:21]1, predict the reactants needed to synthesize it. The reactants are: [F:1][CH:2]([F:38])[CH2:3][N:4]1[C:9](=[O:10])[C:8]2[C:11]([C:32]3[CH:37]=[CH:36][CH:35]=[CH:34][CH:33]=3)=[C:12]([C:14]3[CH:19]=[CH:18][C:17]([C:20]4([NH:24]C(=O)OC(C)(C)C)[CH2:23][CH2:22][CH2:21]4)=[CH:16][CH:15]=3)[O:13][C:7]=2[N:6]=[CH:5]1. (3) Given the product [Cl:25][C:22]1[S:21][C:20]([C:18]2[N:19]=[C:14]([NH:13][C:10]3[CH:11]=[CH:12][C:7]([CH2:6][C:5]([OH:30])=[O:4])=[CH:8][C:9]=3[OH:29])[C:15]3[CH2:28][CH2:27][CH2:26][C:16]=3[N:17]=2)=[CH:24][CH:23]=1, predict the reactants needed to synthesize it. The reactants are: [OH-].[Na+].C[O:4][C:5](=[O:30])[CH2:6][C:7]1[CH:12]=[CH:11][C:10]([NH:13][C:14]2[C:15]3[CH2:28][CH2:27][CH2:26][C:16]=3[N:17]=[C:18]([C:20]3[S:21][C:22]([Cl:25])=[CH:23][CH:24]=3)[N:19]=2)=[C:9]([OH:29])[CH:8]=1.Cl.C(OC)(C)(C)C.